Task: Predict the reactants needed to synthesize the given product.. Dataset: Full USPTO retrosynthesis dataset with 1.9M reactions from patents (1976-2016) Given the product [OH:2][C:3]1[CH:4]=[C:5]([CH2:6][NH:7][C:21]([C:17]2[CH:16]=[C:15]3[C:20](=[CH:19][CH:18]=2)[N:11]=[CH:12][CH:13]=[CH:14]3)=[O:22])[CH:8]=[CH:9][CH:10]=1, predict the reactants needed to synthesize it. The reactants are: Cl.[OH:2][C:3]1[CH:4]=[C:5]([CH:8]=[CH:9][CH:10]=1)[CH2:6][NH2:7].[N:11]1[C:20]2[C:15](=[CH:16][C:17]([C:21](O)=[O:22])=[CH:18][CH:19]=2)[CH:14]=[CH:13][CH:12]=1.CCN=C=NCCCN(C)C.[Cl-].[NH4+].